This data is from Choline transporter screen with 302,306 compounds. The task is: Binary Classification. Given a drug SMILES string, predict its activity (active/inactive) in a high-throughput screening assay against a specified biological target. The compound is O=C1C(C(C)(C)C)=C/C(C=C1C(C)(C)C)=C\Nn1cnnc1. The result is 0 (inactive).